This data is from CYP3A4 inhibition data for predicting drug metabolism from PubChem BioAssay. The task is: Regression/Classification. Given a drug SMILES string, predict its absorption, distribution, metabolism, or excretion properties. Task type varies by dataset: regression for continuous measurements (e.g., permeability, clearance, half-life) or binary classification for categorical outcomes (e.g., BBB penetration, CYP inhibition). Dataset: cyp3a4_veith. (1) The molecule is C=C(C)CNCC(=C)C.Oc1c(Cl)c(Cl)c(Cl)c(Cl)c1Cl. The result is 0 (non-inhibitor). (2) The molecule is Cc1nc2cnc(N(C)C)nc2n(-c2ccccc2)c1=O. The result is 0 (non-inhibitor). (3) The compound is O=C(O)Cc1ccc2c(c1)N(S(=O)(=O)c1cccc(C(F)(F)F)c1)CC(C(=O)O)O2. The result is 0 (non-inhibitor).